This data is from Forward reaction prediction with 1.9M reactions from USPTO patents (1976-2016). The task is: Predict the product of the given reaction. (1) Given the reactants C[C@H](N)[C@H](O)C1C=CC=CC=1.N[C@@H](C)[C@@H](C1C=CC=CC=1)O.[CH3:23][O:24]/[N:25]=[C:26](\[CH3:37])/[CH2:27][C:28]1[C:33]([Cl:34])=[CH:32][C:31]([Cl:35])=[CH:30][C:29]=1[Cl:36], predict the reaction product. The product is: [CH3:23][O:24][NH:25][C@@H:26]([CH3:37])[CH2:27][C:28]1[C:29]([Cl:36])=[CH:30][C:31]([Cl:35])=[CH:32][C:33]=1[Cl:34]. (2) Given the reactants [C:1]([O:5][C:6](=[O:27])[NH:7][C:8]1[S:9][C:10]2[CH:16]=[C:15]([CH2:17]Br)[C:14]([F:19])=[C:13]([C:20]3[CH:25]=[CH:24][CH:23]=[C:22]([Cl:26])[CH:21]=3)[C:11]=2[N:12]=1)([CH3:4])([CH3:3])[CH3:2].C([Sn](CCCC)(CCCC)[C:33]1[CH:38]=[CH:37][C:36]([N+:39]([O-:41])=[O:40])=[CH:35][CH:34]=1)CCC, predict the reaction product. The product is: [C:1]([O:5][C:6](=[O:27])[NH:7][C:8]1[S:9][C:10]2[CH:16]=[C:15]([CH2:17][C:33]3[CH:38]=[CH:37][C:36]([N+:39]([O-:41])=[O:40])=[CH:35][CH:34]=3)[C:14]([F:19])=[C:13]([C:20]3[CH:25]=[CH:24][CH:23]=[C:22]([Cl:26])[CH:21]=3)[C:11]=2[N:12]=1)([CH3:4])([CH3:3])[CH3:2]. (3) Given the reactants Cl[C:2]1[CH:7]=[C:6]([CH:8]=[O:9])[CH:5]=[CH:4][N:3]=1.[CH2:10]([S:12]([C:15]1[CH:20]=[CH:19][C:18](B(O)O)=[CH:17][CH:16]=1)(=[O:14])=[O:13])[CH3:11].C([O-])([O-])=O.[Na+].[Na+].O, predict the reaction product. The product is: [CH2:10]([S:12]([C:15]1[CH:20]=[CH:19][C:18]([C:2]2[CH:7]=[C:6]([CH:8]=[O:9])[CH:5]=[CH:4][N:3]=2)=[CH:17][CH:16]=1)(=[O:13])=[O:14])[CH3:11]. (4) Given the reactants C([O:3][C:4](=[O:30])[C:5]1[CH:10]=[C:9]([C:11]([F:14])([F:13])[F:12])[C:8]([CH2:15][N:16]2[CH2:20][CH2:19][C@@H:18]([NH:21][C:22]([O:24][C:25]([CH3:28])([CH3:27])[CH3:26])=[O:23])[CH2:17]2)=[CH:7][C:6]=1[NH2:29])C.NC1C(Cl)=C(C=O)C(C(F)(F)F)=CC=1C(O)=O, predict the reaction product. The product is: [NH2:29][C:6]1[CH:7]=[C:8]([CH2:15][N:16]2[CH2:20][CH2:19][C@@H:18]([NH:21][C:22]([O:24][C:25]([CH3:26])([CH3:27])[CH3:28])=[O:23])[CH2:17]2)[C:9]([C:11]([F:14])([F:12])[F:13])=[CH:10][C:5]=1[C:4]([OH:30])=[O:3].